Regression. Given a peptide amino acid sequence and an MHC pseudo amino acid sequence, predict their binding affinity value. This is MHC class II binding data. From a dataset of Peptide-MHC class II binding affinity with 134,281 pairs from IEDB. The peptide sequence is PQLPQFLQPQPYPQPQLPYPQPQPF. The MHC is HLA-DQA10301-DQB10302 with pseudo-sequence HLA-DQA10301-DQB10302. The binding affinity (normalized) is 0.130.